This data is from Full USPTO retrosynthesis dataset with 1.9M reactions from patents (1976-2016). The task is: Predict the reactants needed to synthesize the given product. (1) The reactants are: C(O)(=O)C.[CH:5]([NH2:7])=[NH:6].CO[Na].[Cl:11][C:12]1[CH:13]=[C:14]([CH:27]=[C:28]([C:30]#[N:31])[CH:29]=1)[O:15][CH:16]([C:22](OCC)=[O:23])[C:17](OCC)=[O:18]. Given the product [Cl:11][C:12]1[CH:29]=[C:28]([CH:27]=[C:14]([O:15][C:16]2[C:17](=[O:18])[NH:7][CH:5]=[N:6][C:22]=2[OH:23])[CH:13]=1)[C:30]#[N:31], predict the reactants needed to synthesize it. (2) Given the product [CH2:33]([S:32][S:31][CH2:30][C@H:26]1[C:27](=[O:29])[O:28][CH2:1][N:25]1[C:23]([O:22][C:18]([CH3:21])([CH3:20])[CH3:19])=[O:24])[CH3:34], predict the reactants needed to synthesize it. The reactants are: [CH3:1]C1(C)[C@@H]2CC[C@@]1(CS(O)(=O)=O)C(=O)C2.C=O.[C:18]([O:22][C:23]([NH:25][C@@H:26]([CH2:30][S:31][S:32][CH2:33][CH3:34])[C:27]([OH:29])=[O:28])=[O:24])([CH3:21])([CH3:20])[CH3:19].C1(NC2CCCCC2)CCCCC1. (3) Given the product [CH:1]1([CH2:7][CH:8]2[C:15]3[CH:14]=[C:13]([C:16]([OH:18])=[O:17])[NH:12][C:11]=3[CH2:10][CH2:9]2)[CH2:2][CH2:3][CH2:4][CH2:5][CH2:6]1.[CH:1]1([CH2:7][CH:8]2[C:15]3[CH:14]=[C:13]([C:16]([O-:18])=[O:17])[NH:12][C:11]=3[CH2:10][CH2:9]2)[CH2:2][CH2:3][CH2:4][CH2:5][CH2:6]1, predict the reactants needed to synthesize it. The reactants are: [CH:1]1([CH2:7][CH:8]2[C:15]3[CH:14]=[C:13]([C:16]([O:18]C)=[O:17])[NH:12][C:11]=3[CH2:10][CH2:9]2)[CH2:6][CH2:5][CH2:4][CH2:3][CH2:2]1.O.[OH-].[Li+].